From a dataset of Catalyst prediction with 721,799 reactions and 888 catalyst types from USPTO. Predict which catalyst facilitates the given reaction. (1) Reactant: [CH:1]1([NH:7][C:8]2[CH:17]=[C:16]3[C:11]([C:12](=[O:25])[C:13]([CH:23]=[O:24])=[CH:14][N:15]3[CH:18]([CH2:21][CH3:22])[CH2:19][CH3:20])=[CH:10][C:9]=2[F:26])[CH2:6][CH2:5][CH2:4][CH2:3][CH2:2]1.[P:27]([O-:34])([O:31][CH2:32][CH3:33])[O:28][CH2:29][CH3:30].C1CCN2C(=NCCC2)CC1.[Cl-].[NH4+]. Product: [CH2:29]([O:28][P:27]([CH:23]([C:13]1[C:12](=[O:25])[C:11]2[C:16](=[CH:17][C:8]([NH:7][CH:1]3[CH2:6][CH2:5][CH2:4][CH2:3][CH2:2]3)=[C:9]([F:26])[CH:10]=2)[N:15]([CH:18]([CH2:19][CH3:20])[CH2:21][CH3:22])[CH:14]=1)[OH:24])(=[O:34])[O:31][CH2:32][CH3:33])[CH3:30]. The catalyst class is: 4. (2) Reactant: Cl.[Cl:2][C:3]1[CH:4]=[C:5]([C:13]2[O:17][N:16]=[C:15]([C:18]3[CH:28]=[CH:27][C:21]4[CH2:22][CH2:23][NH:24][CH2:25][CH2:26][C:20]=4[CH:19]=3)[N:14]=2)[CH:6]=[N:7][C:8]=1[O:9][CH:10]([CH3:12])[CH3:11].C(=O)([O-])[O-].[K+].[K+].Br[CH2:36][CH2:37][CH2:38][C:39]([O:41][CH2:42][CH3:43])=[O:40]. Product: [Cl:2][C:3]1[CH:4]=[C:5]([C:13]2[O:17][N:16]=[C:15]([C:18]3[CH:28]=[CH:27][C:21]4[CH2:22][CH2:23][N:24]([CH2:36][CH2:37][CH2:38][C:39]([O:41][CH2:42][CH3:43])=[O:40])[CH2:25][CH2:26][C:20]=4[CH:19]=3)[N:14]=2)[CH:6]=[N:7][C:8]=1[O:9][CH:10]([CH3:11])[CH3:12]. The catalyst class is: 9. (3) Reactant: [Cl:1][C:2]1[C:7]([C:8]([F:11])([F:10])[F:9])=[CH:6][N:5]=[C:4]2[NH:12][CH:13]=[C:14]([NH2:15])[C:3]=12.[N:16]1[CH:21]=[CH:20][N:19]=[CH:18][C:17]=1[C:22](O)=[O:23].C1N(P(Cl)(N2C(=O)OCC2)=O)C(=O)OC1.C(N(CC)CC)C.[Li+].[OH-]. Product: [Cl:1][C:2]1[C:7]([C:8]([F:11])([F:9])[F:10])=[CH:6][N:5]=[C:4]2[NH:12][CH:13]=[C:14]([NH:15][C:22]([C:17]3[CH:18]=[N:19][CH:20]=[CH:21][N:16]=3)=[O:23])[C:3]=12. The catalyst class is: 34.